The task is: Predict the reactants needed to synthesize the given product.. This data is from Full USPTO retrosynthesis dataset with 1.9M reactions from patents (1976-2016). (1) Given the product [O:11]=[C:8]1[NH:7][C:6]2[CH:12]=[C:2]([O:1][C@@H:36]3[CH2:32][CH2:33][N:34]([C:37]([O:39][C:40]([CH3:43])([CH3:42])[CH3:41])=[O:38])[CH2:35]3)[CH:3]=[CH:4][C:5]=2[O:10][CH2:9]1, predict the reactants needed to synthesize it. The reactants are: [OH:1][C:2]1[CH:3]=[CH:4][C:5]2[O:10][CH2:9][C:8](=[O:11])[NH:7][C:6]=2[CH:12]=1.C(=O)([O-])[O-].[Cs+].[Cs+].[N+](C1C=CC=CC=1S(O[C@H:32]1[CH2:36][CH2:35][N:34]([C:37]([O:39][C:40]([CH3:43])([CH3:42])[CH3:41])=[O:38])[CH2:33]1)(=O)=O)([O-])=O. (2) Given the product [C:26]1([O:25][C:23]([N:7]2[CH:8]=[C:9]([O:11][CH2:12][CH2:13][C:14]3[CH:19]=[CH:18][CH:17]=[C:16]([Cl:20])[CH:15]=3)[CH:10]([CH2:32][CH3:33])[C:5]([C:4]([O:3][CH2:1][CH3:2])=[O:21])=[CH:6]2)=[O:24])[CH:31]=[CH:30][CH:29]=[CH:28][CH:27]=1, predict the reactants needed to synthesize it. The reactants are: [CH2:1]([O:3][C:4](=[O:21])[C:5]1[CH:10]=[C:9]([O:11][CH2:12][CH2:13][C:14]2[CH:19]=[CH:18][CH:17]=[C:16]([Cl:20])[CH:15]=2)[CH:8]=[N:7][CH:6]=1)[CH3:2].Cl[C:23]([O:25][C:26]1[CH:31]=[CH:30][CH:29]=[CH:28][CH:27]=1)=[O:24].[CH2:32]([Mg]Br)[CH3:33]. (3) Given the product [C:11]1([CH:7]([C:1]2[CH:2]=[CH:3][CH:4]=[CH:5][CH:6]=2)[CH2:8][CH2:9][NH:10][C:36](=[O:37])[CH2:35][N:19]2[CH2:20][CH2:21][C:22]([C:23]3[CH:28]=[CH:27][CH:26]=[CH:25][CH:24]=3)([C:29]3[CH:34]=[CH:33][CH:32]=[CH:31][CH:30]=3)[C:18]2=[O:17])[CH:12]=[CH:13][CH:14]=[CH:15][CH:16]=1, predict the reactants needed to synthesize it. The reactants are: [C:1]1([CH:7]([C:11]2[CH:16]=[CH:15][CH:14]=[CH:13][CH:12]=2)[CH2:8][CH2:9][NH2:10])[CH:6]=[CH:5][CH:4]=[CH:3][CH:2]=1.[O:17]=[C:18]1[C:22]([C:29]2[CH:34]=[CH:33][CH:32]=[CH:31][CH:30]=2)([C:23]2[CH:28]=[CH:27][CH:26]=[CH:25][CH:24]=2)[CH2:21][CH2:20][N:19]1[CH2:35][C:36](O)=[O:37].Cl.C(N=C=NCCCN(C)C)C. (4) Given the product [CH3:21][N:18]1[CH2:17][CH2:16][N:15]([C@H:12]2[CH2:13][CH2:14][C@H:9]([NH2:8])[CH2:10][CH2:11]2)[CH2:20][CH2:19]1, predict the reactants needed to synthesize it. The reactants are: C([N:8](CC1C=CC=CC=1)[C@H:9]1[CH2:14][CH2:13][C@@H:12]([N:15]2[CH2:20][CH2:19][N:18]([CH3:21])[CH2:17][CH2:16]2)[CH2:11][CH2:10]1)C1C=CC=CC=1. (5) The reactants are: C1C2C(COC(N[C@H:19]([C:27]([OH:29])=[O:28])[C:20]([S:23]([CH3:26])(=[O:25])=[O:24])([CH3:22])[CH3:21])=O)C3C(=CC=CC=3)C=2C=CC=1.N1CCCCC1.CN(C)C=[O:39]. Given the product [OH:39][C@@H:19]([C:20]([CH3:22])([S:23]([CH3:26])(=[O:25])=[O:24])[CH3:21])[C:27]([OH:29])=[O:28], predict the reactants needed to synthesize it.